Dataset: Reaction yield outcomes from USPTO patents with 853,638 reactions. Task: Predict the reaction yield, written as a fraction of the theoretical maximum amount of product (1.0 means a 100% yield; for example, 0.34 means a 34% yield). (1) The reactants are [Br:1][C:2]1[S:3][CH:4]=[CH:5][C:6]=1[C:7]([OH:9])=[O:8].[C:10](Cl)(=O)C(Cl)=O. The catalyst is C(Cl)Cl.CN(C=O)C. The product is [Br:1][C:2]1[S:3][CH:4]=[CH:5][C:6]=1[C:7]([O:9][CH3:10])=[O:8]. The yield is 0.980. (2) The reactants are ClC(Cl)(O[C:5](=[O:11])OC(Cl)(Cl)Cl)Cl.[NH2:13][C:14]1[CH:23]=[CH:22][C:21]([C:24]([C:26]2[N:30]3[CH:31]=[CH:32][CH:33]=[CH:34][C:29]3=[C:28]([Br:35])[N:27]=2)=[O:25])=[CH:20][C:15]=1[C:16]([O:18][CH3:19])=[O:17].[F:36][C:37]1[CH:44]=[CH:43][C:40]([CH2:41][NH2:42])=[CH:39][CH:38]=1.C(N(CC)CC)C. The catalyst is O1CCOCC1.CO.O. The product is [Br:35][C:28]1[N:27]=[C:26]([C:24]([C:21]2[CH:22]=[CH:23][C:14]([NH:13][C:5](=[O:11])[NH:42][CH2:41][C:40]3[CH:43]=[CH:44][C:37]([F:36])=[CH:38][CH:39]=3)=[C:15]([CH:20]=2)[C:16]([O:18][CH3:19])=[O:17])=[O:25])[N:30]2[CH:31]=[CH:32][CH:33]=[CH:34][C:29]=12. The yield is 0.955. (3) The reactants are [CH3:1][CH:2]([CH2:7][C:8]1[CH:16]=[CH:15][CH:14]=[C:13]2[C:9]=1[CH2:10][CH:11]([CH3:18])[C:12]2=[O:17])[C:3]([O:5]C)=[O:4].CI.[C:21](O[K])(C)(C)C. The catalyst is C1COCC1. The product is [CH3:21][C:11]1([CH3:18])[CH2:10][C:9]2[C:13](=[CH:14][CH:15]=[CH:16][C:8]=2[CH2:7][CH:2]([CH3:1])[C:3]([OH:5])=[O:4])[C:12]1=[O:17]. The yield is 0.880. (4) The reactants are [CH3:1][C@H:2]1[CH2:7][N:6]([C:8]2[CH:9]=[CH:10][C:11]([N+:15]([O-])=O)=[C:12]([CH:14]=2)[NH2:13])[CH2:5][C@@H:4]([CH3:18])[O:3]1. The catalyst is [Pd].C(OCC)(=O)C.CO. The product is [NH2:13][C:12]1[CH:14]=[C:8]([N:6]2[CH2:5][C@@H:4]([CH3:18])[O:3][C@@H:2]([CH3:1])[CH2:7]2)[CH:9]=[CH:10][C:11]=1[NH2:15]. The yield is 0.970. (5) The reactants are C[O:2][C:3]1[CH:4]=[CH:5][C:6]2[N:7]([N:9]=[C:10]([NH2:12])[N:11]=2)[CH:8]=1.[BrH:13]. No catalyst specified. The product is [BrH:13].[NH2:12][C:10]1[N:11]=[C:6]2[CH:5]=[CH:4][C:3]([OH:2])=[CH:8][N:7]2[N:9]=1. The yield is 0.890. (6) The reactants are [CH2:1]([O:3][C:4]1[CH:5]=[C:6]([CH:12]([N:18]2[C:26](=[O:27])[C:25]3[C:20](=[CH:21][CH:22]=[CH:23][C:24]=3[NH2:28])[C:19]2=[O:29])[CH2:13][S:14]([CH3:17])(=[O:16])=[O:15])[CH:7]=[CH:8][C:9]=1[O:10][CH3:11])[CH3:2].[CH:30]1([C:33](Cl)=[O:34])[CH2:32][CH2:31]1.CO.O. The catalyst is CCOCC.CCCCCC.C(O)C. The product is [CH:30]1([C:33]([NH:28][C:24]2[CH:23]=[CH:22][CH:21]=[C:20]3[C:25]=2[C:26](=[O:27])[N:18]([CH:12]([C:6]2[CH:7]=[CH:8][C:9]([O:10][CH3:11])=[C:4]([O:3][CH2:1][CH3:2])[CH:5]=2)[CH2:13][S:14]([CH3:17])(=[O:16])=[O:15])[C:19]3=[O:29])=[O:34])[CH2:32][CH2:31]1. The yield is 0.574. (7) The reactants are FC(F)(F)C(O)=O.[CH:8]([N:11]1[C:15]([C:16]2[N:25]=[C:24]3[N:18]([CH2:19][CH2:20][O:21][C:22]4[CH:29]=[C:28]([CH:30]5[CH2:35][CH2:34][NH:33][CH2:32][CH2:31]5)[CH:27]=[CH:26][C:23]=43)[CH:17]=2)=[N:14][CH:13]=[N:12]1)([CH3:10])[CH3:9].C(=O)([O-])[O-].[K+].[K+].[C:42]([NH:46][C:47](=[O:50])[CH2:48]Cl)([CH3:45])([CH3:44])[CH3:43]. The catalyst is C1COCC1.C(Cl)Cl. The product is [C:42]([NH:46][C:47](=[O:50])[CH2:48][N:33]1[CH2:34][CH2:35][CH:30]([C:28]2[CH:27]=[CH:26][C:23]3[C:24]4[N:18]([CH:17]=[C:16]([C:15]5[N:11]([CH:8]([CH3:10])[CH3:9])[N:12]=[CH:13][N:14]=5)[N:25]=4)[CH2:19][CH2:20][O:21][C:22]=3[CH:29]=2)[CH2:31][CH2:32]1)([CH3:45])([CH3:44])[CH3:43]. The yield is 0.560. (8) The reactants are FC(F)(F)[C:3](O)=[O:4].O[C:9]1([CH:18]=[CH:17][CH:16]=[CH:15][CH2:14]1)[C:10]([O:12][CH3:13])=[O:11].C1N2CN3CN(C2)CN1C3.[OH2:29]. No catalyst specified. The product is [CH:3]([C:15]1[CH:14]=[C:9]([CH:18]=[CH:17][C:16]=1[OH:29])[C:10]([O:12][CH3:13])=[O:11])=[O:4]. The yield is 0.370. (9) The reactants are [C:1]([O:5][C@@H:6]([C:12]1[C:13]([CH3:43])=[N:14][C:15]2[N:16]([N:26]=[C:27]([C:29](=O)[NH:30][CH2:31][C:32](=O)[CH2:33][C:34]3[CH:39]=[CH:38][C:37]([F:40])=[CH:36][CH:35]=3)[CH:28]=2)[C:17]=1[N:18]1[CH2:23][CH2:22][C:21]([CH3:25])([CH3:24])[CH2:20][CH2:19]1)[C:7]([O:9][CH2:10][CH3:11])=[O:8])([CH3:4])([CH3:3])[CH3:2].COC1C=CC(P2(SP(C3C=CC(OC)=CC=3)(=S)S2)=[S:53])=CC=1. The catalyst is C1(C)C=CC=CC=1. The product is [C:1]([O:5][C@@H:6]([C:12]1[C:13]([CH3:43])=[N:14][C:15]2[N:16]([N:26]=[C:27]([C:29]3[S:53][C:32]([CH2:33][C:34]4[CH:39]=[CH:38][C:37]([F:40])=[CH:36][CH:35]=4)=[CH:31][N:30]=3)[CH:28]=2)[C:17]=1[N:18]1[CH2:23][CH2:22][C:21]([CH3:25])([CH3:24])[CH2:20][CH2:19]1)[C:7]([O:9][CH2:10][CH3:11])=[O:8])([CH3:4])([CH3:3])[CH3:2]. The yield is 0.334.